Dataset: Forward reaction prediction with 1.9M reactions from USPTO patents (1976-2016). Task: Predict the product of the given reaction. (1) Given the reactants C([O:8][CH:9]1[CH2:14][CH2:13][C:12]2([CH:19]=[CH:18]/[C:17](=[CH:20]/[C:21]([O-:23])=[O:22])/[CH2:16][CH2:15]2)[CH2:11][CH2:10]1)C1C=CC=CC=1.[CH3:24]COC(C)=O, predict the reaction product. The product is: [OH:8][CH:9]1[CH2:10][CH2:11][C:12]2([CH2:15][CH2:16][CH:17]([CH2:20][C:21]([O:23][CH3:24])=[O:22])[CH2:18][CH2:19]2)[CH2:13][CH2:14]1. (2) Given the reactants [O:1]=[C:2]1[N:8]([CH:9]2[CH2:14][CH2:13][N:12]([C:15]([O:17][C@H:18]([CH2:33][C:34]3[CH:39]=[C:38]([C:40]([F:43])([F:42])[F:41])[C:37]([NH2:44])=[C:36]([Cl:45])[CH:35]=3)[C:19](=[O:32])[N:20]3[CH2:25][CH2:24][N:23]([CH:26]4[CH2:31][CH2:30][NH:29][CH2:28][CH2:27]4)[CH2:22][CH2:21]3)=[O:16])[CH2:11][CH2:10]2)[CH2:7][CH2:6][C:5]2[CH:46]=[CH:47][CH:48]=[CH:49][C:4]=2[NH:3]1.C([O-])([O-])=O.[K+].[K+].Br[C:57]([CH3:64])([CH3:63])[C:58]([O:60][CH2:61][CH3:62])=[O:59], predict the reaction product. The product is: [O:1]=[C:2]1[N:8]([CH:9]2[CH2:14][CH2:13][N:12]([C:15]([O:17][C@H:18]([CH2:33][C:34]3[CH:39]=[C:38]([C:40]([F:41])([F:43])[F:42])[C:37]([NH2:44])=[C:36]([Cl:45])[CH:35]=3)[C:19]([N:20]3[CH2:21][CH2:22][N:23]([CH:26]4[CH2:31][CH2:30][N:29]([C:57]([C:58]([O:60][CH2:61][CH3:62])=[O:59])([CH3:64])[CH3:63])[CH2:28][CH2:27]4)[CH2:24][CH2:25]3)=[O:32])=[O:16])[CH2:11][CH2:10]2)[CH2:7][CH2:6][C:5]2[CH:46]=[CH:47][CH:48]=[CH:49][C:4]=2[NH:3]1. (3) Given the reactants C[O:2][C:3]([C:5]1[S:6][C:7]([C:28]2[CH:33]([F:34])[CH2:32][CH2:31][CH2:30][C:29]=2[F:35])=[CH:8][C:9]=1[N:10]([C@H:20]1[CH2:25][CH2:24][C@H:23]([O:26][CH3:27])[CH2:22][CH2:21]1)[C:11]([C@H:13]1[CH2:18][CH2:17][C@H:16]([CH3:19])[CH2:15][CH2:14]1)=[O:12])=[O:4].C[O:37][C:38]([C:40]1[S:41][C:42]([C:63]2[CH2:68][CH2:67][CH2:66][CH:65]([F:69])[C:64]=2[F:70])=[CH:43][C:44]=1[N:45]([C@H:55]1[CH2:60][CH2:59][C@H:58]([O:61][CH3:62])[CH2:57][CH2:56]1)[C:46]([C@H:48]1[CH2:53][CH2:52][C@H:51]([CH3:54])[CH2:50][CH2:49]1)=[O:47])=[O:39].[Li+].[OH-].O, predict the reaction product. The product is: [F:35][C:29]1[CH2:30][CH2:31][CH2:32][CH:33]([F:34])[C:28]=1[C:7]1[S:6][C:5]([C:3]([OH:4])=[O:2])=[C:9]([N:10]([C@H:20]2[CH2:21][CH2:22][C@H:23]([O:26][CH3:27])[CH2:24][CH2:25]2)[C:11]([C@H:13]2[CH2:18][CH2:17][C@H:16]([CH3:19])[CH2:15][CH2:14]2)=[O:12])[CH:8]=1.[F:70][C:64]1[CH:65]([F:69])[CH2:66][CH2:67][CH2:68][C:63]=1[C:42]1[S:41][C:40]([C:38]([OH:39])=[O:37])=[C:44]([N:45]([C@H:55]2[CH2:56][CH2:57][C@H:58]([O:61][CH3:62])[CH2:59][CH2:60]2)[C:46]([C@H:48]2[CH2:53][CH2:52][C@H:51]([CH3:54])[CH2:50][CH2:49]2)=[O:47])[CH:43]=1. (4) Given the reactants [CH3:1][C:2]1[CH:6]=[C:5]([NH:7][S:8]([C:11]2[CH:16]=[CH:15][C:14]([C:17]3[CH:22]=[CH:21][C:20]([O:23][CH3:24])=[CH:19][CH:18]=3)=[CH:13][CH:12]=2)(=[O:10])=[O:9])[O:4][N:3]=1.C1C(=O)N([Br:32])C(=O)C1, predict the reaction product. The product is: [Br:32][C:6]1[C:2]([CH3:1])=[N:3][O:4][C:5]=1[NH:7][S:8]([C:11]1[CH:12]=[CH:13][C:14]([C:17]2[CH:22]=[CH:21][C:20]([O:23][CH3:24])=[CH:19][CH:18]=2)=[CH:15][CH:16]=1)(=[O:10])=[O:9].